Dataset: Catalyst prediction with 721,799 reactions and 888 catalyst types from USPTO. Task: Predict which catalyst facilitates the given reaction. (1) Reactant: [OH:1][N:2]1[C:7]([CH3:9])([CH3:8])[CH2:6][CH:5](O)[CH2:4][C:3]1([CH3:12])[CH3:11].N(OC(C)(C)C)=O.N1C=CC=CC=1.[CH2:26]([O:29][C:30]1[CH:36]=[CH:35][CH:34]=[CH:33][C:31]=1N)[CH:27]=[CH2:28]. Product: [O:29]1[C:30]2[CH:36]=[CH:35][CH:34]=[CH:33][C:31]=2[CH:27]([CH2:28][O:1][N:2]2[C:7]([CH3:9])([CH3:8])[CH2:6][CH2:5][CH2:4][C:3]2([CH3:12])[CH3:11])[CH2:26]1. The catalyst class is: 159. (2) Reactant: Br[CH2:2][C:3]1[CH:12]=[CH:11][C:6]([C:7]([O:9][CH3:10])=[O:8])=[CH:5][CH:4]=1.P(OC)(OC)OC.C(O[K])(C)(C)C.[CH:26]([C:28]1[C:36]2[C:31](=[CH:32][C:33]([C:37]#[N:38])=[CH:34][CH:35]=2)[NH:30][N:29]=1)=O.Cl. Product: [C:37]([C:33]1[CH:32]=[C:31]2[C:36]([C:28](/[CH:26]=[CH:2]/[C:3]3[CH:12]=[CH:11][C:6]([C:7]([O:9][CH3:10])=[O:8])=[CH:5][CH:4]=3)=[N:29][NH:30]2)=[CH:35][CH:34]=1)#[N:38]. The catalyst class is: 18. (3) Reactant: [CH2:1](Br)[C:2]1[CH:7]=[CH:6][CH:5]=[CH:4][CH:3]=1.[CH2:9]([O:11][C:12](=[O:25])[NH:13][C:14]1[CH:19]=[C:18]([Cl:20])[N:17]=[C:16]([Cl:21])[C:15]=1[N+:22]([O-:24])=[O:23])[CH3:10]. Product: [CH2:9]([O:11][C:12](=[O:25])[N:13]([CH2:1][C:2]1[CH:7]=[CH:6][CH:5]=[CH:4][CH:3]=1)[C:14]1[CH:19]=[C:18]([Cl:20])[N:17]=[C:16]([Cl:21])[C:15]=1[N+:22]([O-:24])=[O:23])[CH3:10]. The catalyst class is: 10. (4) Reactant: [C:1]([C:3]1[CH:4]=[C:5]([S:9]([O-:12])(=[O:11])=[O:10])[CH:6]=[CH:7][CH:8]=1)#[N:2].[NH+:13]1[CH:18]=[CH:17][CH:16]=[CH:15][CH:14]=1.P12(SP3(SP(SP(S3)(S1)=S)(=S)S2)=S)=[S:20].[NH+]1C=CC=CC=1. Product: [C:1]([C:3]1[CH:4]=[C:5]([S:9]([O-:12])(=[O:11])=[O:10])[CH:6]=[CH:7][CH:8]=1)(=[S:20])[NH2:2].[NH+:13]1[CH:18]=[CH:17][CH:16]=[CH:15][CH:14]=1. The catalyst class is: 8. (5) Reactant: [CH2:1]([O:8][C:9]([NH:11][C:12]([CH3:17])([CH3:16])[C:13]([OH:15])=O)=[O:10])[C:2]1[CH:7]=[CH:6][CH:5]=[CH:4][CH:3]=1.Cl.[CH2:19]([O:21][C:22](=[O:27])[C@H:23]([CH2:25][OH:26])[NH2:24])[CH3:20].ON1C2C=CC=CC=2N=N1.Cl.C(N=C=NCCCN(C)C)C. Product: [CH2:19]([O:21][C:22](=[O:27])[C@@H:23]([NH:24][C:13](=[O:15])[C:12]([NH:11][C:9]([O:8][CH2:1][C:2]1[CH:3]=[CH:4][CH:5]=[CH:6][CH:7]=1)=[O:10])([CH3:17])[CH3:16])[CH2:25][OH:26])[CH3:20]. The catalyst class is: 681. (6) Reactant: [NH2:1][C:2]1[CH:3]=[C:4]([N:8]([CH:16]2[CH2:21][CH2:20][N:19]([CH2:22][CH:23]([C:34]3[CH:39]=[CH:38][CH:37]=[CH:36][CH:35]=3)[C:24]([O:26][CH2:27][C:28]3[CH:33]=[CH:32][CH:31]=[CH:30][CH:29]=3)=[O:25])[CH2:18][CH2:17]2)[C:9]([C:11]2[O:12][CH:13]=[CH:14][CH:15]=2)=[O:10])[CH:5]=[CH:6][CH:7]=1.[O-:40][C:41]#[N:42].[Na+].C(=O)([O-])O.[Na+]. Product: [O:12]1[CH:13]=[CH:14][CH:15]=[C:11]1[C:9]([N:8]([CH:16]1[CH2:17][CH2:18][N:19]([CH2:22][CH:23]([C:34]2[CH:35]=[CH:36][CH:37]=[CH:38][CH:39]=2)[C:24]([O:26][CH2:27][C:28]2[CH:33]=[CH:32][CH:31]=[CH:30][CH:29]=2)=[O:25])[CH2:20][CH2:21]1)[C:4]1[CH:5]=[CH:6][CH:7]=[C:2]([NH:1][C:41]([NH2:42])=[O:40])[CH:3]=1)=[O:10]. The catalyst class is: 86. (7) Reactant: [CH:1]1([C@H:6]2[C:33](=[O:34])[N:32]3[CH2:35][C@@H:29]([CH2:30][C@H:31]3[C:36]([NH:38][C@:39]3([C:44](=[O:52])[NH:45][S:46]([CH:49]4[CH2:51][CH2:50]4)(=[O:48])=[O:47])[CH2:41][C@H:40]3[CH:42]=[CH2:43])=[O:37])[O:28][C:18]3=[N:19][C:20]4[CH:21]=[CH:22][CH:23]=[CH:24][C:25]=4[C:26]([OH:27])=[C:17]3[CH2:16][CH:15]=[CH:14][CH2:13][CH2:12][C@@H:11]3[CH2:53][CH2:54][CH2:55][C@H:10]3[O:9][C:8](=[O:56])[NH:7]2)[CH2:5][CH2:4][CH2:3][CH2:2]1.[C:57](OC(=O)C)(=[O:59])[CH3:58]. The catalyst class is: 17. Product: [C:57]([O:27][C:26]1[C:25]2[CH:24]=[CH:23][CH:22]=[CH:21][C:20]=2[N:19]=[C:18]2[O:28][C@H:29]3[CH2:35][N:32]([C:33](=[O:34])[C@H:6]([CH:1]4[CH2:5][CH2:4][CH2:3][CH2:2]4)[NH:7][C:8](=[O:56])[O:9][C@@H:10]4[CH2:55][CH2:54][CH2:53][C@H:11]4[CH2:12][CH2:13][CH:14]=[CH:15][CH2:16][C:17]=12)[C@H:31]([C:36](=[O:37])[NH:38][C@:39]1([C:44](=[O:52])[NH:45][S:46]([CH:49]2[CH2:50][CH2:51]2)(=[O:47])=[O:48])[CH2:41][C@H:40]1[CH:42]=[CH2:43])[CH2:30]3)(=[O:59])[CH3:58]. (8) Reactant: [C:1]([N:4]1[CH:9]2[CH2:10][CH2:11][CH:5]1[CH2:6][CH:7]([C:12]1[N:16]=[C:15]([NH:17][C:18]3[N:23]=[CH:22][C:21]([S:24][CH2:25][C:26](OC)=[O:27])=[CH:20][C:19]=3[O:30][C:31]3[C:32]([CH3:37])=[N:33][CH:34]=[CH:35][CH:36]=3)[S:14][N:13]=1)[CH2:8]2)(=[O:3])[CH3:2].[Li+].[BH4-].[H-].[H-].[H-].[H-].[Li+].[Al+3]. Product: [OH:27][CH2:26][CH2:25][S:24][C:21]1[CH:20]=[C:19]([O:30][C:31]2[C:32]([CH3:37])=[N:33][CH:34]=[CH:35][CH:36]=2)[C:18]([NH:17][C:15]2[S:14][N:13]=[C:12]([CH:7]3[CH2:6][CH:5]4[N:4]([C:1](=[O:3])[CH3:2])[CH:9]([CH2:10][CH2:11]4)[CH2:8]3)[N:16]=2)=[N:23][CH:22]=1. The catalyst class is: 1. (9) Reactant: [CH3:1][CH:2]([CH3:5])[CH2:3][NH2:4].C(N(C(C)C)C(C)C)C.[CH3:15][O:16][C:17]1[CH:22]=[CH:21][N+:20]([O-])=[CH:19][CH:18]=1.F[P-](F)(F)(F)(F)F.Br[P+](N1CCCC1)(N1CCCC1)N1CCCC1.C(=O)([O-])O.[Na+]. Product: [CH3:15][O:16][C:17]1[CH:22]=[CH:21][N:20]=[C:19]([NH:4][CH2:3][CH:2]([CH3:5])[CH3:1])[CH:18]=1. The catalyst class is: 1. (10) Reactant: C([O:3][CH2:4][CH2:5][O:6][NH:7][C:8]([C:10]1[C:11]([NH:19][C:20]2[CH:25]=[CH:24][C:23]([S:26][CH3:27])=[CH:22][C:21]=2[F:28])=[C:12]2[C:16](=[CH:17][CH:18]=1)[NH:15][N:14]=[CH:13]2)=[O:9])=C.Cl. Product: [OH:3][CH2:4][CH2:5][O:6][NH:7][C:8]([C:10]1[C:11]([NH:19][C:20]2[CH:25]=[CH:24][C:23]([S:26][CH3:27])=[CH:22][C:21]=2[F:28])=[C:12]2[C:16](=[CH:17][CH:18]=1)[NH:15][N:14]=[CH:13]2)=[O:9]. The catalyst class is: 5.